From a dataset of Catalyst prediction with 721,799 reactions and 888 catalyst types from USPTO. Predict which catalyst facilitates the given reaction. (1) Reactant: C1OC1C.B(Br)(Br)Br.[CH2:9]([N:13]1[CH:18]=[CH:17][C:16]([C:19]2[CH:24]=[C:23]([C:25]#[C:26][CH2:27][N:28]([CH2:31][CH3:32])[CH2:29][CH3:30])[CH:22]=[CH:21][C:20]=2[O:33]C)=[C:15]([NH:35][C:36]([NH:38][C:39]2[C:44]([CH:45]([CH3:47])[CH3:46])=[CH:43][CH:42]=[CH:41][C:40]=2[CH:48]([CH3:50])[CH3:49])=[O:37])[C:14]1=[O:51])[CH2:10][CH2:11][CH3:12].[OH-].[Na+].Cl. Product: [CH2:9]([N:13]1[CH:18]=[CH:17][C:16]([C:19]2[CH:24]=[C:23]([C:25]#[C:26][CH2:27][N:28]([CH2:29][CH3:30])[CH2:31][CH3:32])[CH:22]=[CH:21][C:20]=2[OH:33])=[C:15]([NH:35][C:36]([NH:38][C:39]2[C:40]([CH:48]([CH3:50])[CH3:49])=[CH:41][CH:42]=[CH:43][C:44]=2[CH:45]([CH3:47])[CH3:46])=[O:37])[C:14]1=[O:51])[CH2:10][CH2:11][CH3:12]. The catalyst class is: 2. (2) Reactant: C[O:2][CH:3](OC)[C:4]1[C@H:8]2[CH2:9][O:10][CH2:11][C@H:7]2[O:6][N:5]=1. Product: [O:6]1[C@@H:7]2[CH2:11][O:10][CH2:9][C@@H:8]2[C:4]([CH:3]=[O:2])=[N:5]1. The catalyst class is: 574. (3) Product: [CH:7]1[CH:8]=[CH:9][C:10]2[N:11]([C:24]([NH2:25])=[O:23])[C:12]3[CH:13]=[CH:14][CH:15]=[CH:16][C:17]=3[C:3](=[O:2])[CH2:4][C:5]=2[CH:6]=1. The catalyst class is: 11. Reactant: C[O:2][C:3]1[C:17]2[C:12](=[CH:13][CH:14]=[CH:15][CH:16]=2)[NH:11][C:10]2[C:5](=[CH:6][CH:7]=[CH:8][CH:9]=2)[CH:4]=1.ClCC(O)=O.[O-:23][C:24]#[N:25].[Na+]. (4) Reactant: [Cl:1][C:2]1[CH:7]=[C:6]([Cl:8])[CH:5]=[CH:4][C:3]=1[N:9]1[C:13]([C:14]2[CH:19]=[CH:18][C:17]([O:20][CH2:21][CH2:22][C:23]([F:26])([F:25])[F:24])=[CH:16][CH:15]=2)=[C:12]([CH3:27])[C:11]([C:28](O)=[O:29])=[N:10]1.C(Cl)(=O)C([Cl:34])=O.CN(C=O)C. Product: [Cl:1][C:2]1[CH:7]=[C:6]([Cl:8])[CH:5]=[CH:4][C:3]=1[N:9]1[C:13]([C:14]2[CH:19]=[CH:18][C:17]([O:20][CH2:21][CH2:22][C:23]([F:24])([F:26])[F:25])=[CH:16][CH:15]=2)=[C:12]([CH3:27])[C:11]([C:28]([Cl:34])=[O:29])=[N:10]1. The catalyst class is: 2.